From a dataset of Reaction yield outcomes from USPTO patents with 853,638 reactions. Predict the reaction yield, written as a fraction of the theoretical maximum amount of product (1.0 means a 100% yield; for example, 0.34 means a 34% yield). (1) The reactants are [Br:1][C:2]1[CH:3]=[C:4]2[C:9](=[CH:10][CH:11]=1)[O:8][C:7](=[O:12])[CH:6]=[C:5]2[OH:13].C(N(CC)CC)C.[F:21][C:22]([F:35])([F:34])[S:23](O[S:23]([C:22]([F:35])([F:34])[F:21])(=[O:25])=[O:24])(=[O:25])=[O:24].C(OCC)C. The catalyst is C(Cl)Cl.CCCCCC. The product is [Br:1][C:2]1[CH:3]=[C:4]2[C:9](=[CH:10][CH:11]=1)[O:8][C:7](=[O:12])[CH:6]=[C:5]2[O:13][S:23]([C:22]([F:35])([F:34])[F:21])(=[O:25])=[O:24]. The yield is 0.860. (2) The reactants are [CH2:1]([O:17][CH2:18][CH:19]([CH2:21][OH:22])[OH:20])[CH2:2][CH2:3][CH2:4][CH2:5][CH2:6][CH2:7][CH2:8][CH2:9][CH2:10][CH2:11][CH2:12][CH2:13][CH2:14][CH2:15][CH3:16].N1C=CN=C1.[Si:28](Cl)([C:31]([CH3:34])([CH3:33])[CH3:32])([CH3:30])[CH3:29].OS(O)(=O)=O. The catalyst is N1C=CC=CC=1. The product is [Si:28]([O:22][CH2:21][CH:19]([CH2:18][O:17][CH2:1][CH2:2][CH2:3][CH2:4][CH2:5][CH2:6][CH2:7][CH2:8][CH2:9][CH2:10][CH2:11][CH2:12][CH2:13][CH2:14][CH2:15][CH3:16])[OH:20])([C:31]([CH3:34])([CH3:33])[CH3:32])([CH3:30])[CH3:29]. The yield is 1.00. (3) The reactants are [CH3:1][O:2][C:3]([C:5]1[CH:10]=[C:9]([NH2:11])[CH:8]=[CH:7][N:6]=1)=[O:4].CN(C1C=CC=CN=1)C.[C:21](Cl)(=[O:28])[C:22]1[CH:27]=[CH:26][CH:25]=[CH:24][CH:23]=1. The product is [CH3:1][O:2][C:3]([C:5]1[CH:10]=[C:9]([NH:11][C:21](=[O:28])[C:22]2[CH:27]=[CH:26][CH:25]=[CH:24][CH:23]=2)[CH:8]=[CH:7][N:6]=1)=[O:4]. The catalyst is N1C=CC=CC=1. The yield is 0.970.